This data is from Reaction yield outcomes from USPTO patents with 853,638 reactions. The task is: Predict the reaction yield, written as a fraction of the theoretical maximum amount of product (1.0 means a 100% yield; for example, 0.34 means a 34% yield). (1) The yield is 0.830. The catalyst is CCOCC. The reactants are [ClH:1].[F:2][C:3]1[CH:19]=[CH:18][C:6]([CH2:7][NH:8][C@@H:9]2[CH2:11][C@H:10]2[C:12]2[CH:17]=[CH:16][CH:15]=[CH:14][CH:13]=2)=[CH:5][CH:4]=1. The product is [ClH:1].[F:2][C:3]1[CH:4]=[CH:5][C:6]([CH2:7][NH:8][C@@H:9]2[CH2:11][C@H:10]2[C:12]2[CH:13]=[CH:14][CH:15]=[CH:16][CH:17]=2)=[CH:18][CH:19]=1. (2) The reactants are [NH2:1][C:2]1[N:7]=[C:6]([C:8]2[CH:13]=[C:12]([Cl:14])[CH:11]=[CH:10][C:9]=2[OH:15])[CH:5]=[C:4]([Cl:16])[N:3]=1.Br[CH2:18][CH:19]1[CH2:24][CH2:23][CH2:22][CH2:21][CH2:20]1. No catalyst specified. The product is [Cl:16][C:4]1[CH:5]=[C:6]([C:8]2[CH:13]=[C:12]([Cl:14])[CH:11]=[CH:10][C:9]=2[O:15][CH2:18][CH:19]2[CH2:24][CH2:23][CH2:22][CH2:21][CH2:20]2)[N:7]=[C:2]([NH2:1])[N:3]=1. The yield is 0.200.